Dataset: Forward reaction prediction with 1.9M reactions from USPTO patents (1976-2016). Task: Predict the product of the given reaction. (1) The product is: [Cl:1][C:2]1[CH:32]=[CH:31][C:5]2[NH:6][C:7]([C@@H:9]([NH:14][C:15](=[O:30])[C:16]3[CH:21]=[CH:20][C:19]([C:22]([N:24]4[CH2:25][CH2:26][CH2:27][CH2:28]4)=[O:23])=[C:18]([CH3:29])[CH:17]=3)[CH2:10][CH2:11][S:12]([CH3:13])=[O:38])=[N:8][C:4]=2[CH:3]=1. Given the reactants [Cl:1][C:2]1[CH:32]=[CH:31][C:5]2[NH:6][C:7]([C@@H:9]([NH:14][C:15](=[O:30])[C:16]3[CH:21]=[CH:20][C:19]([C:22]([N:24]4[CH2:28][CH2:27][CH2:26][CH2:25]4)=[O:23])=[C:18]([CH3:29])[CH:17]=3)[CH2:10][CH2:11][S:12][CH3:13])=[N:8][C:4]=2[CH:3]=1.ClC1C=C(C=CC=1)C(OO)=[O:38].ClCCl.C(O)C.ClCl, predict the reaction product. (2) The product is: [S:1]1[C:5]2[CH:6]=[CH:7][CH:8]=[CH:9][C:4]=2[C:3]([C:10]2[C:11]([CH3:26])=[C:12]([C:24]#[N:25])[C:13]3[N:17]([C:18]=2[Cl:34])[C:16]2[CH:20]=[CH:21][CH:22]=[CH:23][C:15]=2[N:14]=3)=[CH:2]1. Given the reactants [S:1]1[C:5]2[CH:6]=[CH:7][CH:8]=[CH:9][C:4]=2[C:3]([C:10]2[C:18](=O)[N:17]3[C:13]([NH:14][C:15]4[CH:23]=[CH:22][CH:21]=[CH:20][C:16]=43)=[C:12]([C:24]#[N:25])[C:11]=2[CH3:26])=[CH:2]1.C(=O)([O-])O.[Na+].P(Cl)(Cl)([Cl:34])=O, predict the reaction product. (3) Given the reactants [Cl:1][C:2]1[C:3]([CH3:38])=[C:4]([C:9]2[C:17]3[C:16]([O:18][C@H:19]([CH2:25][C:26]4[CH:31]=[CH:30][CH:29]=[CH:28][C:27]=4[O:32][CH3:33])[C:20]([O:22][CH2:23][CH3:24])=[O:21])=[N:15][CH:14]=[N:13][C:12]=3[S:11][C:10]=2[C:34]([F:37])([F:36])[CH3:35])[CH:5]=[CH:6][C:7]=1[OH:8].[CH3:39][N:40]1[CH2:45][CH2:44][N:43]([CH2:46][CH2:47]O)[CH2:42][CH2:41]1.C1(P(C2C=CC=CC=2)C2C=CC=CC=2)C=CC=CC=1.N(C(OC(C)(C)C)=O)=NC(OC(C)(C)C)=O, predict the reaction product. The product is: [Cl:1][C:2]1[C:3]([CH3:38])=[C:4]([C:9]2[C:17]3[C:16]([O:18][C@H:19]([CH2:25][C:26]4[CH:31]=[CH:30][CH:29]=[CH:28][C:27]=4[O:32][CH3:33])[C:20]([O:22][CH2:23][CH3:24])=[O:21])=[N:15][CH:14]=[N:13][C:12]=3[S:11][C:10]=2[C:34]([F:37])([F:36])[CH3:35])[CH:5]=[CH:6][C:7]=1[O:8][CH2:47][CH2:46][N:43]1[CH2:44][CH2:45][N:40]([CH3:39])[CH2:41][CH2:42]1. (4) Given the reactants [CH3:1][CH2:2][C@@H:3]([C:5]([O:7][C@@H:8]1[C@@H:13]2[C@@H:14]([CH2:19][CH2:20][C@H:21]3[O:27][C:25](=[O:26])[CH2:24][C@H:23]([OH:28])[CH2:22]3)[C@@H:15]([CH3:18])[CH:16]=[CH:17][C:12]2=[CH:11][C@H:10]([CH3:29])[CH2:9]1)=[O:6])[CH3:4].C1([NH2:36])CCCCC1.C1(C)C=CC=CC=1, predict the reaction product. The product is: [CH3:1][CH2:2][C@@H:3]([C:5]([O:7][C@@H:8]1[C@@H:13]2[C@@H:14]([CH2:19][CH2:20][C@H:21]3[O:27][C:25](=[O:26])[CH2:24][C@H:23]([OH:28])[CH2:22]3)[C@@H:15]([CH3:18])[CH:16]=[CH:17][C:12]2=[CH:11][C@H:10]([CH3:29])[CH2:9]1)=[O:6])[CH3:4].[CH:13]1([C:8]([NH2:36])=[O:7])[CH2:14][CH2:15][CH2:16][CH2:17][CH2:12]1. (5) The product is: [CH3:35][O:36][CH2:37][CH2:38][N:2]1[CH2:3][CH2:4][CH:5]([C:8]2[NH:12][N:11]=[C:10]([C:13]3[CH:14]=[CH:15][C:16]([Cl:19])=[CH:17][CH:18]=3)[C:9]=2[C:20]2[CH:25]=[CH:24][N:23]=[CH:22][CH:21]=2)[CH2:6][CH2:7]1. Given the reactants Cl.[NH:2]1[CH2:7][CH2:6][CH:5]([C:8]2[NH:12][N:11]=[C:10]([C:13]3[CH:18]=[CH:17][C:16]([Cl:19])=[CH:15][CH:14]=3)[C:9]=2[C:20]2[CH:25]=[CH:24][N:23]=[CH:22][CH:21]=2)[CH2:4][CH2:3]1.CCN(C(C)C)C(C)C.[CH3:35][O:36][CH2:37][CH2:38]Br.[OH-].[Na+], predict the reaction product. (6) Given the reactants [CH3:1][C:2]1[CH:7]=[CH:6][CH:5]=[C:4]([CH3:8])[C:3]=1[NH:9][C:10](=[O:32])[CH2:11][N:12]1[CH2:17][CH2:16][N:15]([CH2:18][CH:19]([OH:31])[CH2:20][O:21][CH:22]2CC3C(=CC=CC=3)C2)[CH2:14][CH2:13]1.[F:33][C:34]1[CH:41]=[CH:40][C:37](CO)=[CH:36][CH:35]=1, predict the reaction product. The product is: [CH3:1][C:2]1[CH:7]=[CH:6][CH:5]=[C:4]([CH3:8])[C:3]=1[NH:9][C:10](=[O:32])[CH2:11][N:12]1[CH2:17][CH2:16][N:15]([CH2:18][CH:19]([OH:31])[CH2:20][O:21][CH2:22][C:37]2[CH:40]=[CH:41][C:34]([F:33])=[CH:35][CH:36]=2)[CH2:14][CH2:13]1.